This data is from Forward reaction prediction with 1.9M reactions from USPTO patents (1976-2016). The task is: Predict the product of the given reaction. Given the reactants [NH2:1][C@H:2]1[C:11]2[C:6](=[CH:7][CH:8]=[C:9]([F:12])[CH:10]=2)[N:5]([C:13](=[O:15])[CH3:14])[C@@H:4]([CH2:16][CH3:17])[C@@H:3]1[CH3:18].Br[C:20]1[CH:25]=[CH:24][CH:23]=[C:22]([O:26][CH3:27])[N:21]=1.CC(C)([O-])C.[Na+].CN(C1C(C2C(P(C3CCCCC3)C3CCCCC3)=CC=CC=2)=CC=CC=1)C, predict the reaction product. The product is: [CH2:16]([C@H:4]1[C@H:3]([CH3:18])[C@@H:2]([NH:1][C:20]2[CH:25]=[CH:24][CH:23]=[C:22]([O:26][CH3:27])[N:21]=2)[C:11]2[C:6](=[CH:7][CH:8]=[C:9]([F:12])[CH:10]=2)[N:5]1[C:13](=[O:15])[CH3:14])[CH3:17].